From a dataset of Full USPTO retrosynthesis dataset with 1.9M reactions from patents (1976-2016). Predict the reactants needed to synthesize the given product. (1) Given the product [NH2:15][C:2]1[C:11]2[C:6](=[CH:7][CH:8]=[CH:9][CH:10]=2)[N:5]=[CH:4][CH:3]=1, predict the reactants needed to synthesize it. The reactants are: Cl[C:2]1[C:11]2[C:6](=[CH:7][CH:8]=[CH:9][CH:10]=2)[N:5]=[CH:4][CH:3]=1.C([NH2:15])(=O)C.C([O-])([O-])=O.[K+].[K+]. (2) Given the product [Cl:1][C:2]1[CH:10]=[C:9]2[C:5]([C:6]([CH2:16][CH2:17][CH2:18][S:19][CH3:20])=[C:7]([C:11]([O:13][CH2:14][CH3:15])=[O:12])[NH:8]2)=[CH:4][CH:3]=1, predict the reactants needed to synthesize it. The reactants are: [Cl:1][C:2]1[CH:10]=[C:9]2[C:5]([C:6]([CH:16](O)[CH2:17][CH2:18][S:19][CH3:20])=[C:7]([C:11]([O:13][CH2:14][CH3:15])=[O:12])[NH:8]2)=[CH:4][CH:3]=1.C([SiH](CC)CC)C.C(=O)(O)[O-].[Na+]. (3) The reactants are: [N:1]1[CH:6]=[CH:5][CH:4]=[CH:3][C:2]=1[C:7](=[CH2:10])[C:8]#[N:9].[OH-:11].[K+]. Given the product [N:1]1[CH:6]=[CH:5][CH:4]=[CH:3][C:2]=1[C:7](=[CH2:10])[C:8]([NH2:9])=[O:11], predict the reactants needed to synthesize it. (4) Given the product [Br:25][C:8]1[CH:9]=[C:10]2[C:5](=[CH:6][CH:7]=1)[N:4]=[CH:3][C:2]([OH:27])=[C:11]2[C:12]([C:14]1[CH:15]=[CH:16][C:17]([C:20]([CH3:24])([CH3:23])[C:21]#[N:22])=[CH:18][CH:19]=1)=[O:13], predict the reactants needed to synthesize it. The reactants are: N[C:2]1[CH:3]=[N:4][C:5]2[C:10]([C:11]=1[C:12]([C:14]1[CH:19]=[CH:18][C:17]([C:20]([CH3:24])([CH3:23])[C:21]#[N:22])=[CH:16][CH:15]=1)=[O:13])=[CH:9][C:8]([Br:25])=[CH:7][CH:6]=2.[NH4+].[OH-:27]. (5) The reactants are: [C:1]([O:9][C:10]1[CH:15]=[CH:14][C:13]([C:16](=O)[CH2:17]Br)=[CH:12][CH:11]=1)(=[O:8])[C:2]1[CH:7]=[CH:6][CH:5]=[CH:4][CH:3]=1.[NH2:20][C:21]1[CH:26]=[CH:25][C:24]([O:27][CH3:28])=[CH:23][N:22]=1.C(=O)([O-])O.[Na+]. Given the product [C:1]([O:9][C:10]1[CH:15]=[CH:14][C:13]([C:16]2[N:20]=[C:21]3[CH:26]=[CH:25][C:24]([O:27][CH3:28])=[CH:23][N:22]3[CH:17]=2)=[CH:12][CH:11]=1)(=[O:8])[C:2]1[CH:7]=[CH:6][CH:5]=[CH:4][CH:3]=1, predict the reactants needed to synthesize it. (6) Given the product [Cl:1][C:2]1[CH:3]=[N:4][C:5]2[N:6]([N:8]=[C:9]([C:11]([N:20]3[CH2:19][CH2:18][N:17]4[C:21]([C:24]5[CH:25]=[N:26][CH:27]=[CH:28][CH:29]=5)=[CH:22][CH:23]=[C:16]4[CH:15]3[CH3:14])=[O:13])[CH:10]=2)[CH:7]=1, predict the reactants needed to synthesize it. The reactants are: [Cl:1][C:2]1[CH:3]=[N:4][C:5]2[N:6]([N:8]=[C:9]([C:11]([OH:13])=O)[CH:10]=2)[CH:7]=1.[CH3:14][CH:15]1[NH:20][CH2:19][CH2:18][N:17]2[C:21]([C:24]3[CH:25]=[N:26][CH:27]=[CH:28][CH:29]=3)=[CH:22][CH:23]=[C:16]12.